Predict the reaction yield, written as a fraction of the theoretical maximum amount of product (1.0 means a 100% yield; for example, 0.34 means a 34% yield). From a dataset of Reaction yield outcomes from USPTO patents with 853,638 reactions. The reactants are C([Si](C)(C)OC(CCCCCCCC(O)=O)CCCCCCCC(O)=O)(C)(C)C.[Si]([O:37][CH:38]([CH2:58][CH2:59][CH2:60][CH2:61][CH2:62][CH2:63][CH2:64][C:65]([O:67][CH2:68]/[CH:69]=[CH:70]\[CH2:71][CH2:72][CH2:73][CH2:74][CH2:75][CH3:76])=[O:66])[CH2:39][CH2:40][CH2:41][CH2:42][CH2:43][CH2:44][CH2:45][C:46]([O:48][CH2:49]/[CH:50]=[CH:51]\[CH2:52][CH2:53][CH2:54][CH2:55][CH2:56][CH3:57])=[O:47])(C(C)(C)C)(C)C. The catalyst is C1(C)C=CC=CC=1.C(Cl)Cl. The product is [OH:37][CH:38]([CH2:39][CH2:40][CH2:41][CH2:42][CH2:43][CH2:44][CH2:45][C:46]([O:48][CH2:49]/[CH:50]=[CH:51]\[CH2:52][CH2:53][CH2:54][CH2:55][CH2:56][CH3:57])=[O:47])[CH2:58][CH2:59][CH2:60][CH2:61][CH2:62][CH2:63][CH2:64][C:65]([O:67][CH2:68]/[CH:69]=[CH:70]\[CH2:71][CH2:72][CH2:73][CH2:74][CH2:75][CH3:76])=[O:66]. The yield is 0.510.